Dataset: hERG Central: cardiac toxicity at 1µM, 10µM, and general inhibition. Task: Predict hERG channel inhibition at various concentrations. (1) The molecule is CCN1CCN(c2cc(C)c3cc(NC(=O)c4ccc(Br)o4)ccc3n2)CC1. Results: hERG_inhib (hERG inhibition (general)): blocker. (2) The drug is C[NH+](C)CCCN1c2ccccc2Sc2ccc(Cl)cc21.[Cl-]. Results: hERG_inhib (hERG inhibition (general)): blocker. (3) The molecule is CN(Cc1nccn1C)C(=O)CC1C(=O)NCCN1Cc1ccc(F)cc1Cl. Results: hERG_inhib (hERG inhibition (general)): blocker. (4) The molecule is CCCCCCCN1C2=NCCN2c2ccccc21.Cl. Results: hERG_inhib (hERG inhibition (general)): blocker.